Dataset: Catalyst prediction with 721,799 reactions and 888 catalyst types from USPTO. Task: Predict which catalyst facilitates the given reaction. Reactant: C1C=CC(P(C2C(C3C(P(C4C=CC=CC=4)C4C=CC=CC=4)=CC=C4C=3C=CC=C4)=C3C(C=CC=C3)=CC=2)C2C=CC=CC=2)=CC=1.Cl[C:48]1[N:53]=[CH:52][C:51]([CH:54]([CH3:60])[C:55]([O:57][CH2:58][CH3:59])=[O:56])=[CH:50][CH:49]=1.[C:61]([NH2:69])(=[O:68])[C:62]1[CH:67]=[CH:66][CH:65]=[CH:64][CH:63]=1.C(=O)([O-])[O-].[Cs+].[Cs+]. Product: [C:61]([NH:69][C:48]1[N:53]=[CH:52][C:51]([CH:54]([CH3:60])[C:55]([O:57][CH2:58][CH3:59])=[O:56])=[CH:50][CH:49]=1)(=[O:68])[C:62]1[CH:67]=[CH:66][CH:65]=[CH:64][CH:63]=1. The catalyst class is: 487.